Predict the reactants needed to synthesize the given product. From a dataset of Full USPTO retrosynthesis dataset with 1.9M reactions from patents (1976-2016). (1) The reactants are: [NH2:1][C@H:2]([C:8]([OH:10])=[O:9])[CH2:3][CH2:4][C:5](=[O:7])[NH2:6].C(=O)([O-])[O-].[Na+].[Na+].[C:17](ON1C(=O)CCC1=O)([O:19][CH2:20][CH:21]1[C:33]2[C:28](=[CH:29][CH:30]=[CH:31][CH:32]=2)[C:27]2[C:22]1=[CH:23][CH:24]=[CH:25][CH:26]=2)=[O:18]. Given the product [C:17]([NH:1][C@H:2]([C:8]([OH:10])=[O:9])[CH2:3][CH2:4][C:5](=[O:7])[NH2:6])([O:19][CH2:20][CH:21]1[C:22]2[C:27](=[CH:26][CH:25]=[CH:24][CH:23]=2)[C:28]2[C:33]1=[CH:32][CH:31]=[CH:30][CH:29]=2)=[O:18], predict the reactants needed to synthesize it. (2) Given the product [Cl:1][C:2]1[CH:9]=[CH:8][C:5]([CH2:6][N:22]2[CH2:21][CH2:20][N:19]([C:25]([O:27][C:28]([CH3:31])([CH3:30])[CH3:29])=[O:26])[CH2:24][CH2:23]2)=[C:4]([N:10]2[CH2:18][C:17]3[C:12](=[N:13][CH:14]=[CH:15][CH:16]=3)[CH2:11]2)[CH:3]=1, predict the reactants needed to synthesize it. The reactants are: [Cl:1][C:2]1[CH:9]=[CH:8][C:5]([CH:6]=O)=[C:4]([N:10]2[CH2:18][C:17]3[C:12](=[N:13][CH:14]=[CH:15][CH:16]=3)[CH2:11]2)[CH:3]=1.[N:19]1([C:25]([O:27][C:28]([CH3:31])([CH3:30])[CH3:29])=[O:26])[CH2:24][CH2:23][NH:22][CH2:21][CH2:20]1.ClCCl.C(O[BH-](OC(=O)C)OC(=O)C)(=O)C.[Na+]. (3) Given the product [OH:1][CH2:2][C:3]1[CH:4]=[C:5]([C:9]#[C:10][CH2:11][N:12]2[CH:16]=[C:15]([C:17]3[NH:25][C:24]4[C:23](=[O:34])[N:22]([CH2:35][CH2:36][CH3:37])[C:21](=[O:38])[N:20]([CH2:39][CH2:40][CH3:41])[C:19]=4[N:18]=3)[CH:14]=[N:13]2)[CH:6]=[CH:7][CH:8]=1, predict the reactants needed to synthesize it. The reactants are: [OH:1][CH2:2][C:3]1[CH:4]=[C:5]([C:9]#[C:10][CH2:11][N:12]2[CH:16]=[C:15]([C:17]3[N:25](COCC[Si](C)(C)C)[C:24]4[C:23](=[O:34])[N:22]([CH2:35][CH2:36][CH3:37])[C:21](=[O:38])[N:20]([CH2:39][CH2:40][CH3:41])[C:19]=4[N:18]=3)[CH:14]=[N:13]2)[CH:6]=[CH:7][CH:8]=1.